Dataset: Reaction yield outcomes from USPTO patents with 853,638 reactions. Task: Predict the reaction yield, written as a fraction of the theoretical maximum amount of product (1.0 means a 100% yield; for example, 0.34 means a 34% yield). (1) The reactants are [I:1][CH2:2][CH2:3][CH2:4][C:5]([C:7]1[CH:12]=[CH:11][C:10]([C:13]([CH3:18])([CH3:17])[C:14]([OH:16])=[O:15])=[CH:9][CH:8]=1)=[O:6].[CH3:19]COCC. The catalyst is CC(O)=O. The product is [I:1][CH2:2][CH2:3][CH2:4][C:5]([C:7]1[CH:12]=[CH:11][C:10]([C:13]([CH3:18])([CH3:17])[C:14]([O:16][CH3:19])=[O:15])=[CH:9][CH:8]=1)=[O:6]. The yield is 0.960. (2) The reactants are Br[C:2]1[CH:3]=[C:4]([C:8]2[C:13]3[S:14][C:15]4[CH:20]=[CH:19][CH:18]=[CH:17][C:16]=4[C:12]=3[CH:11]=[CH:10][CH:9]=2)[CH:5]=[CH:6][CH:7]=1.[CH3:21][C:22]1([CH3:38])[C:26]([CH3:28])([CH3:27])[O:25][B:24]([B:24]2[O:25][C:26]([CH3:28])([CH3:27])[C:22]([CH3:38])([CH3:21])[O:23]2)[O:23]1.C([O-])(=O)C.[K+]. The catalyst is O1CCOCC1.C1C=CC(/C=C/C(/C=C/C2C=CC=CC=2)=O)=CC=1.C1C=CC(/C=C/C(/C=C/C2C=CC=CC=2)=O)=CC=1.C1C=CC(/C=C/C(/C=C/C2C=CC=CC=2)=O)=CC=1.[Pd].[Pd].C1(P(C2C=CC=CC=2)[C-]2C=CC=C2)C=CC=CC=1.[C-]1(P(C2C=CC=CC=2)C2C=CC=CC=2)C=CC=C1.[Fe+2]. The product is [CH:11]1[C:12]2[C:16]3[CH:17]=[CH:18][CH:19]=[CH:20][C:15]=3[S:14][C:13]=2[C:8]([C:4]2[CH:3]=[C:2]([B:24]3[O:25][C:26]([CH3:28])([CH3:27])[C:22]([CH3:38])([CH3:21])[O:23]3)[CH:7]=[CH:6][CH:5]=2)=[CH:9][CH:10]=1. The yield is 0.800.